From a dataset of Catalyst prediction with 721,799 reactions and 888 catalyst types from USPTO. Predict which catalyst facilitates the given reaction. (1) Reactant: C([O:8][C:9]1[CH:36]=[CH:35][C:12]([C:13]([NH:15][C:16]2[CH:17]=[C:18]([CH:31]=[CH:32][C:33]=2[CH3:34])[C:19]([NH:21][C:22]2[CH:27]=[CH:26][CH:25]=[C:24]([N:28]([CH3:30])[CH3:29])[CH:23]=2)=[O:20])=[O:14])=[CH:11][CH:10]=1)C1C=CC=CC=1.C([O-])=O.[NH4+]. Product: [CH3:30][N:28]([CH3:29])[C:24]1[CH:23]=[C:22]([NH:21][C:19](=[O:20])[C:18]2[CH:31]=[CH:32][C:33]([CH3:34])=[C:16]([NH:15][C:13](=[O:14])[C:12]3[CH:11]=[CH:10][C:9]([OH:8])=[CH:36][CH:35]=3)[CH:17]=2)[CH:27]=[CH:26][CH:25]=1. The catalyst class is: 43. (2) Reactant: [F:1][C:2]([F:29])([S:25]([OH:28])(=[O:27])=[O:26])[C:3]([F:24])([F:23])[C:4]([F:22])([F:21])[C:5]([F:20])([F:19])[C:6]([F:18])([F:17])[C:7]([F:16])([F:15])[C:8]([F:14])([F:13])[C:9]([F:12])([F:11])[F:10].C(=O)([O-])[O-].[Ag+2:34]. Product: [F:29][C:2]([F:1])([S:25]([O-:28])(=[O:27])=[O:26])[C:3]([F:23])([F:24])[C:4]([F:22])([F:21])[C:5]([F:19])([F:20])[C:6]([F:18])([F:17])[C:7]([F:16])([F:15])[C:8]([F:14])([F:13])[C:9]([F:12])([F:11])[F:10].[Ag+:34]. The catalyst class is: 6. (3) Reactant: [Br:1][C:2]1[CH:3]=[N:4][C:5]([N:8]2[CH2:13][CH2:12][CH:11]([C@H:14]3[CH2:16][C@H:15]3[CH2:17][O:18]CC3C=CC(S(C)(=O)=O)=CC=3)[CH2:10][CH2:9]2)=[N:6][CH:7]=1.C([O-])([O-])=O.[Cs+].[Cs+].BrC1C=NC(Cl)=NC=1. Product: [Br:1][C:2]1[CH:3]=[N:4][C:5]([N:8]2[CH2:13][CH2:12][CH:11]([C@H:14]3[CH2:16][C@H:15]3[CH2:17][OH:18])[CH2:10][CH2:9]2)=[N:6][CH:7]=1. The catalyst class is: 3. (4) Reactant: [CH2:1]([N:8]1[C:16]2[C:11](=[CH:12][C:13]([NH:17][C:18]3[N:26]=[CH:25][C:24]([F:27])=[CH:23][C:19]=3[C:20](O)=[O:21])=[CH:14][CH:15]=2)[CH:10]=[N:9]1)[C:2]1[CH:7]=[CH:6][CH:5]=[CH:4][CH:3]=1.C(N(CC)CC)C.[NH2:35][CH:36]1[CH2:41][CH2:40][CH:39]([NH:42][C:43]([C:45]2[N:46]=[C:47]3[CH:52]=[CH:51][C:50]([F:53])=[CH:49][N:48]3[CH:54]=2)=[O:44])[CH2:38][CH2:37]1. Product: [CH2:1]([N:8]1[C:16]2[C:11](=[CH:12][C:13]([NH:17][C:18]3[C:19]([C:20]([NH:35][C@@H:36]4[CH2:41][CH2:40][C@H:39]([NH:42][C:43]([C:45]5[N:46]=[C:47]6[CH:52]=[CH:51][C:50]([F:53])=[CH:49][N:48]6[CH:54]=5)=[O:44])[CH2:38][CH2:37]4)=[O:21])=[CH:23][C:24]([F:27])=[CH:25][N:26]=3)=[CH:14][CH:15]=2)[CH:10]=[N:9]1)[C:2]1[CH:7]=[CH:6][CH:5]=[CH:4][CH:3]=1. The catalyst class is: 10.